From a dataset of Reaction yield outcomes from USPTO patents with 853,638 reactions. Predict the reaction yield, written as a fraction of the theoretical maximum amount of product (1.0 means a 100% yield; for example, 0.34 means a 34% yield). (1) The reactants are F[C:2]1C(N)=NC(N)=NC=1.[OH:10][C:11]1[CH:19]=[CH:18][C:17]([N+:20]([O-:22])=[O:21])=[CH:16][C:12]=1[C:13]([OH:15])=[O:14].C(=O)([O-])[O-].[K+].[K+].IC. No catalyst specified. The product is [OH:10][C:11]1[CH:19]=[CH:18][C:17]([N+:20]([O-:22])=[O:21])=[CH:16][C:12]=1[C:13]([O:15][CH3:2])=[O:14]. The yield is 0.770. (2) The reactants are Cl[C:2]1[N:7]=[C:6]([O:8][CH3:9])[N:5]=[C:4]([NH:10][CH2:11][CH2:12][C:13]2[CH:18]=[CH:17][C:16]([Cl:19])=[CH:15][C:14]=2[Cl:20])[CH:3]=1.[NH:21]1[C:25]([CH:26]2[CH2:31][CH2:30][CH2:29][NH:28][CH2:27]2)=[N:24][N:23]=[N:22]1.C([O-])([O-])=O.[K+].[K+].Cl. The catalyst is CN1CCCC1=O.O. The product is [Cl:20][C:14]1[CH:15]=[C:16]([Cl:19])[CH:17]=[CH:18][C:13]=1[CH2:12][CH2:11][NH:10][C:4]1[CH:3]=[C:2]([N:28]2[CH2:29][CH2:30][CH2:31][CH:26]([C:25]3[N:21]=[N:22][NH:23][N:24]=3)[CH2:27]2)[N:7]=[C:6]([O:8][CH3:9])[N:5]=1. The yield is 0.750. (3) The reactants are [C:1]1([C:7]2[CH2:8][CH2:9][C@@H:10]([C:12]([O:14]CC3C=CC=CC=3)=[O:13])[N:11]=2)[CH:6]=[CH:5][CH:4]=[CH:3][CH:2]=1.[C:22](O[C:22]([O:24][C:25]([CH3:28])([CH3:27])[CH3:26])=[O:23])([O:24][C:25]([CH3:28])([CH3:27])[CH3:26])=[O:23].[OH-].[Na+]. The catalyst is CO.[Pd]. The product is [C:22]([N:11]1[C@@H:7]([C:1]2[CH:2]=[CH:3][CH:4]=[CH:5][CH:6]=2)[CH2:8][CH2:9][C@H:10]1[C:12]([OH:14])=[O:13])([O:24][C:25]([CH3:28])([CH3:27])[CH3:26])=[O:23]. The yield is 0.490. (4) The reactants are [NH2:1][C:2]1[C:17]([F:18])=[CH:16][C:5]([O:6][C:7]2[CH:12]=[CH:11][N:10]=[C:9]([C:13]([NH2:15])=[O:14])[CH:8]=2)=[C:4]([F:19])[CH:3]=1.[CH3:20][N:21]1[C:25]([CH3:26])=[C:24]([C:27](O)=[O:28])[C:23](=[O:30])[N:22]1[C:31]1[CH:36]=[CH:35][CH:34]=[CH:33][CH:32]=1.CCN=C=NCCCN(C)C.C1C=NC2N(O)N=NC=2C=1. The catalyst is C(Cl)Cl.CCOC(C)=O. The product is [CH3:20][N:21]1[C:25]([CH3:26])=[C:24]([C:27]([NH:1][C:2]2[C:17]([F:18])=[CH:16][C:5]([O:6][C:7]3[CH:12]=[CH:11][N:10]=[C:9]([C:13]([NH2:15])=[O:14])[CH:8]=3)=[C:4]([F:19])[CH:3]=2)=[O:28])[C:23](=[O:30])[N:22]1[C:31]1[CH:36]=[CH:35][CH:34]=[CH:33][CH:32]=1. The yield is 0.637. (5) The yield is 0.700. The reactants are C([O-])=O.[NH4+].[CH2:5]([C:7]([C:26]1[CH:31]=[CH:30][C:29]([C:32]2[CH:33]=[C:34]([CH2:38][C:39]([OH:41])=[O:40])[CH:35]=[N:36][CH:37]=2)=[C:28]([CH3:42])[CH:27]=1)([C:10]1[CH:15]=[CH:14][C:13]([C:16]#[C:17][C:18]2([OH:24])[CH2:23][CH2:22][S:21][CH2:20][CH2:19]2)=[C:12]([CH3:25])[CH:11]=1)[CH2:8][CH3:9])[CH3:6]. The product is [CH2:5]([C:7]([C:26]1[CH:31]=[CH:30][C:29]([C:32]2[CH:33]=[C:34]([CH2:38][C:39]([OH:41])=[O:40])[CH:35]=[N:36][CH:37]=2)=[C:28]([CH3:42])[CH:27]=1)([C:10]1[CH:15]=[CH:14][C:13]([CH2:16][CH2:17][C:18]2([OH:24])[CH2:19][CH2:20][S:21][CH2:22][CH2:23]2)=[C:12]([CH3:25])[CH:11]=1)[CH2:8][CH3:9])[CH3:6]. The catalyst is C(O)C.[Pd].